Dataset: Reaction yield outcomes from USPTO patents with 853,638 reactions. Task: Predict the reaction yield, written as a fraction of the theoretical maximum amount of product (1.0 means a 100% yield; for example, 0.34 means a 34% yield). (1) The reactants are [F:1][C:2]1[CH:3]=[C:4]2[C:22](=[N:23][CH:24]=1)[O:21][CH2:20][CH2:19][O:18][C:17](=[O:25])[C:16]1=[C:26]3[N:27]=[C:10]([CH:11]=[CH:12][N:13]3[N:14]=[CH:15]1)[N:9]1[C@@H:5]2[CH2:6][CH2:7][CH2:8]1. The catalyst is C(#N)C.O. The product is [F:1][C:2]1[CH:3]=[C:4]2[C:22](=[O:21])[N:23]([CH:24]=1)[CH2:20][CH2:19][O:18][C:17](=[O:25])[C:16]1=[C:26]3[N:27]=[C:10]([CH:11]=[CH:12][N:13]3[N:14]=[CH:15]1)[N:9]1[C@@H:5]2[CH2:6][CH2:7][CH2:8]1. The yield is 0.0900. (2) The reactants are [NH2:1][C:2]1[CH:3]=[C:4]([CH:17]=[CH:18][CH:19]=1)[O:5][C:6]1[CH:13]=[CH:12][C:11]([N+:14]([O-:16])=[O:15])=[CH:10][C:7]=1[C:8]#[N:9].[F:20][C:21]([F:32])([F:31])[C:22](O[C:22](=[O:23])[C:21]([F:32])([F:31])[F:20])=[O:23]. The catalyst is O1CCCC1.C(OCC)(=O)C. The yield is 0.920. The product is [C:8]([C:7]1[CH:10]=[C:11]([N+:14]([O-:16])=[O:15])[CH:12]=[CH:13][C:6]=1[O:5][C:4]1[CH:3]=[C:2]([NH:1][C:22](=[O:23])[C:21]([F:32])([F:31])[F:20])[CH:19]=[CH:18][CH:17]=1)#[N:9]. (3) The reactants are [CH3:1][N:2]([CH3:12])[C:3]1[N:8]=[CH:7][C:6](B(O)O)=[CH:5][CH:4]=1.Br[C:14]1[CH:15]=[C:16]2[C:20](=[C:21]([C:23]([NH2:25])=[O:24])[CH:22]=1)[NH:19][CH:18]=[C:17]2[CH:26]1[CH2:31][CH2:30][S:29](=[O:33])(=[O:32])[CH2:28][CH2:27]1.C(=O)([O-])[O-].[K+].[K+]. The catalyst is O1CCOCC1.O. The product is [CH3:1][N:2]([CH3:12])[C:3]1[N:8]=[CH:7][C:6]([C:14]2[CH:15]=[C:16]3[C:20](=[C:21]([C:23]([NH2:25])=[O:24])[CH:22]=2)[NH:19][CH:18]=[C:17]3[CH:26]2[CH2:27][CH2:28][S:29](=[O:32])(=[O:33])[CH2:30][CH2:31]2)=[CH:5][CH:4]=1. The yield is 0.348. (4) The reactants are [ClH:1].[CH3:2][N:3]([CH3:41])[CH2:4][CH2:5][CH:6]1[CH2:11][CH2:10][N:9]([C:12]2[CH:21]=[C:20]([C:22]([NH:24][CH2:25][C@H:26]3[CH2:31][CH2:30][C@H:29]([CH2:32][NH:33]C(=O)OC(C)(C)C)[CH2:28][CH2:27]3)=[O:23])[C:19]3[C:14](=[CH:15][CH:16]=[CH:17][CH:18]=3)[N:13]=2)[CH2:8][CH2:7]1. The catalyst is O1CCOCC1.O. The product is [ClH:1].[ClH:1].[ClH:1].[NH2:33][CH2:32][C@H:29]1[CH2:30][CH2:31][C@H:26]([CH2:25][NH:24][C:22]([C:20]2[C:19]3[C:14](=[CH:15][CH:16]=[CH:17][CH:18]=3)[N:13]=[C:12]([N:9]3[CH2:8][CH2:7][CH:6]([CH2:5][CH2:4][N:3]([CH3:2])[CH3:41])[CH2:11][CH2:10]3)[CH:21]=2)=[O:23])[CH2:27][CH2:28]1. The yield is 0.980. (5) The reactants are [O:1]1[CH:5]=[CH:4][CH:3]=[C:2]1[C:6]1[O:10][N:9]=[C:8]([CH2:11][O:12][C:13](N2C=CN=C2)=[O:14])[CH:7]=1.[N:20]1([C:26](=[O:28])[CH3:27])[CH2:25][CH2:24][NH:23][CH2:22][CH2:21]1. The catalyst is C(Cl)Cl. The product is [O:1]1[CH:5]=[CH:4][CH:3]=[C:2]1[C:6]1[O:10][N:9]=[C:8]([CH2:11][O:12][C:13]([N:23]2[CH2:24][CH2:25][N:20]([C:26](=[O:28])[CH3:27])[CH2:21][CH2:22]2)=[O:14])[CH:7]=1. The yield is 0.790. (6) The reactants are [CH3:1][C:2]1[CH2:11][C:6]2([CH2:10][CH2:9][CH2:8][CH2:7]2)[O:5][CH2:4][CH:3]=1.[H][H]. The catalyst is [Ni].[Pd].C(O)(C)C. The product is [CH3:1][CH:2]1[CH2:11][C:6]2([CH2:7][CH2:8][CH2:9][CH2:10]2)[O:5][CH2:4][CH2:3]1. The yield is 0.950.